This data is from Reaction yield outcomes from USPTO patents with 853,638 reactions. The task is: Predict the reaction yield, written as a fraction of the theoretical maximum amount of product (1.0 means a 100% yield; for example, 0.34 means a 34% yield). The yield is 0.390. The product is [CH3:14][O:13][C:11]1[CH:10]=[C:9]([CH2:15][CH2:16][C:17]2[CH:18]=[C:19]([NH:22][C:38]([C:35]3[CH:36]=[N:37][C:32]([N:26]4[CH2:27][C@H:28]([CH3:31])[N:29]([CH3:30])[C@H:24]([CH3:23])[CH2:25]4)=[N:33][CH:34]=3)=[O:39])[NH:20][N:21]=2)[CH:8]=[C:7]([O:6][CH3:5])[CH:12]=1. The reactants are C[Al](C)C.[CH3:5][O:6][C:7]1[CH:8]=[C:9]([CH2:15][CH2:16][C:17]2[CH:18]=[C:19]([NH2:22])[NH:20][N:21]=2)[CH:10]=[C:11]([O:13][CH3:14])[CH:12]=1.[CH3:23][C@H:24]1[N:29]([CH3:30])[C@@H:28]([CH3:31])[CH2:27][N:26]([C:32]2[N:37]=[CH:36][C:35]([C:38](OC)=[O:39])=[CH:34][N:33]=2)[CH2:25]1.Cl. The catalyst is C1(C)C=CC=CC=1.CO.